Dataset: Reaction yield outcomes from USPTO patents with 853,638 reactions. Task: Predict the reaction yield, written as a fraction of the theoretical maximum amount of product (1.0 means a 100% yield; for example, 0.34 means a 34% yield). (1) The reactants are Br[C:2]1[CH:3]=[CH:4][CH:5]=[C:6]2[C:10]=1[NH:9][C:8]([C:11]([F:14])([F:13])[F:12])=[C:7]2[CH2:15][CH2:16][CH2:17][O:18][C:19]1[CH:24]=[C:23]([CH3:25])[C:22]([Cl:26])=[C:21]([CH3:27])[CH:20]=1.C([O-])([O-])=O.[K+].[K+].[CH3:34][N:35]1[C:39]([CH3:40])=[C:38](B2OC(C)(C)C(C)(C)O2)[C:37]([CH3:50])=[N:36]1.O1CCOCC1. The product is [Cl:26][C:22]1[C:23]([CH3:25])=[CH:24][C:19]([O:18][CH2:17][CH2:16][CH2:15][C:7]2[C:6]3[C:10](=[C:2]([C:38]4[C:37]([CH3:50])=[N:36][N:35]([CH3:34])[C:39]=4[CH3:40])[CH:3]=[CH:4][CH:5]=3)[NH:9][C:8]=2[C:11]([F:14])([F:13])[F:12])=[CH:20][C:21]=1[CH3:27]. The yield is 0.480. The catalyst is C1C=CC([P]([Pd]([P](C2C=CC=CC=2)(C2C=CC=CC=2)C2C=CC=CC=2)([P](C2C=CC=CC=2)(C2C=CC=CC=2)C2C=CC=CC=2)[P](C2C=CC=CC=2)(C2C=CC=CC=2)C2C=CC=CC=2)(C2C=CC=CC=2)C2C=CC=CC=2)=CC=1.O. (2) The reactants are [F:1][C:2]1[CH:7]=[CH:6][C:5]([CH:8]2[C:13]3=[N:14][NH:15][C:16](=[O:21])[C:17]4[CH:18]=[CH:19][CH:20]=[C:11]([C:12]=43)[NH:10][CH:9]2[C:22]2[CH:29]=[CH:28][C:25]([CH:26]=O)=[CH:24][CH:23]=2)=[CH:4][CH:3]=1.C(Cl)Cl.[CH2:33]([NH:35][CH2:36][CH3:37])[CH3:34].[BH4-].[Na+]. The catalyst is C(O)(=O)C. The product is [CH2:33]([N:35]([CH2:26][C:25]1[CH:24]=[CH:23][C:22]([CH:9]2[NH:10][C:11]3[C:12]4[C:13](=[N:14][NH:15][C:16](=[O:21])[C:17]=4[CH:18]=[CH:19][CH:20]=3)[CH:8]2[C:5]2[CH:4]=[CH:3][C:2]([F:1])=[CH:7][CH:6]=2)=[CH:29][CH:28]=1)[CH2:36][CH3:37])[CH3:34]. The yield is 0.0900. (3) The reactants are [C:1]1([C:7]2[CH:15]=[CH:14][C:10]([C:11](Cl)=[O:12])=[CH:9][CH:8]=2)[CH:6]=[CH:5][CH:4]=[CH:3][CH:2]=1.Cl.[NH2:17][CH:18]([C:24]([O:26][CH2:27][CH3:28])=[O:25])[C:19]([O:21][CH2:22][CH3:23])=[O:20].C(=O)([O-])O.[Na+]. The catalyst is C(Cl)(Cl)Cl. The product is [CH2:27]([O:26][C:24](=[O:25])[CH:18]([NH:17][C:11]([C:10]1[CH:14]=[CH:15][C:7]([C:1]2[CH:6]=[CH:5][CH:4]=[CH:3][CH:2]=2)=[CH:8][CH:9]=1)=[O:12])[C:19]([O:21][CH2:22][CH3:23])=[O:20])[CH3:28]. The yield is 0.950. (4) The reactants are [CH2:1]([O:8][C:9](=[O:19])[C@H:10]([CH2:12][C:13]1[CH:18]=[CH:17][CH:16]=[CH:15][CH:14]=1)[NH2:11])[C:2]1[CH:7]=[CH:6][CH:5]=[CH:4][CH:3]=1.[CH2:20]1[CH2:26][S:23](=[O:25])(=[O:24])[O:22][CH2:21]1. The catalyst is O1CCOCC1. The product is [CH2:12]([C@H:10]([NH:11][CH2:21][CH2:20][CH2:26][S:23]([OH:25])(=[O:24])=[O:22])[C:9]([O:8][CH2:1][C:2]1[CH:3]=[CH:4][CH:5]=[CH:6][CH:7]=1)=[O:19])[C:13]1[CH:18]=[CH:17][CH:16]=[CH:15][CH:14]=1. The yield is 0.460. (5) The reactants are [NH:1](C(OC(C)(C)C)=O)[C@H:2]([C:4]([NH:6][C@H:7]([C:25]([N:27]1[CH2:66][CH2:65][CH2:64][C@H:28]1[C:29]([NH:31][C@H:32]([C:34]([NH:36][C@H:37]([C:54]([O:56]CC1C=CC=CC=1)=[O:55])[CH2:38][CH2:39][CH2:40][CH2:41][NH:42]C(OCC1C=CC=CC=1Cl)=O)=[O:35])[CH3:33])=[O:30])=[O:26])[CH2:8][CH2:9][CH2:10][NH:11][C:12](=[NH:24])[NH:13]S(C1C=CC(C)=CC=1)(=O)=O)=[O:5])[CH3:3].C1(OC)C=CC=CC=1. No catalyst specified. The product is [NH2:1][C@H:2]([C:4]([NH:6][C@H:7]([C:25]([N:27]1[CH2:66][CH2:65][CH2:64][C@H:28]1[C:29]([NH:31][C@H:32]([C:34]([NH:36][C@H:37]([C:54]([OH:56])=[O:55])[CH2:38][CH2:39][CH2:40][CH2:41][NH2:42])=[O:35])[CH3:33])=[O:30])=[O:26])[CH2:8][CH2:9][CH2:10][NH:11][C:12](=[NH:13])[NH2:24])=[O:5])[CH3:3]. The yield is 0.778. (6) The reactants are [Br:1][C:2]1[CH:7]=[CH:6][C:5]([N:8]2[C:19]3[C:11](=[CH:12][C:13]4[O:17][CH:16]=[N:15][C:14]=4[C:18]=3[F:20])[N:10]([S:21]([CH:24]3[CH2:26][CH2:25]3)(=[O:23])=[O:22])C2=O)=[C:4]([Cl:28])[CH:3]=1.C[Si](C)(C)[O-].[K+]. The catalyst is C1COCC1. The product is [F:20][C:18]1[C:14]2[N:15]=[CH:16][O:17][C:13]=2[CH:12]=[C:11]([NH:10][S:21]([CH:24]2[CH2:25][CH2:26]2)(=[O:22])=[O:23])[C:19]=1[NH:8][C:5]1[CH:6]=[CH:7][C:2]([Br:1])=[CH:3][C:4]=1[Cl:28]. The yield is 0.634. (7) The reactants are [Cl:1][C:2]1[CH:7]=[CH:6][N:5]=[C:4]([N:8]2[CH2:20][CH2:19][N:11]3[C:12]4[CH2:13][CH2:14][CH2:15][CH2:16][C:17]=4[CH:18]=[C:10]3[C:9]2=[O:21])[C:3]=1[CH2:22][OH:23].C(N(CC)CC)C.[C:31](Cl)(=[O:33])[CH3:32]. The catalyst is ClCCl. The product is [C:31]([O:23][CH2:22][C:3]1[C:4]([N:8]2[CH2:20][CH2:19][N:11]3[C:12]4[CH2:13][CH2:14][CH2:15][CH2:16][C:17]=4[CH:18]=[C:10]3[C:9]2=[O:21])=[N:5][CH:6]=[CH:7][C:2]=1[Cl:1])(=[O:33])[CH3:32]. The yield is 0.940. (8) The reactants are [Cl:1][C:2]1[C:11]2[C:6](=[CH:7][CH:8]=[C:9]([OH:12])[CH:10]=2)[N:5]=[CH:4][N:3]=1.O[C@@H:14]1[CH2:18][CH2:17][N:16]([C:19]([O:21][C:22]([CH3:25])([CH3:24])[CH3:23])=[O:20])[CH2:15]1. No catalyst specified. The product is [Cl:1][C:2]1[C:11]2[C:6](=[CH:7][CH:8]=[C:9]([O:12][C@H:18]3[CH2:14][CH2:15][N:16]([C:19]([O:21][C:22]([CH3:25])([CH3:24])[CH3:23])=[O:20])[CH2:17]3)[CH:10]=2)[N:5]=[CH:4][N:3]=1. The yield is 0.900. (9) The reactants are C(OC(=O)[NH:7][CH2:8][C@H:9]1[CH2:14][CH2:13][C@H:12]([NH:15][C:16]2[N:25]=[C:24]([N:26]([CH3:28])[CH3:27])[C:23]3[C:18](=[CH:19][CH:20]=[CH:21][CH:22]=3)[N:17]=2)[CH2:11][CH2:10]1)(C)(C)C.Cl.[OH-].[Na+]. The catalyst is CCOC(C)=O. The product is [NH2:7][CH2:8][CH:9]1[CH2:10][CH2:11][CH:12]([NH:15][C:16]2[N:25]=[C:24]([N:26]([CH3:28])[CH3:27])[C:23]3[C:18](=[CH:19][CH:20]=[CH:21][CH:22]=3)[N:17]=2)[CH2:13][CH2:14]1. The yield is 0.830.